Dataset: Reaction yield outcomes from USPTO patents with 853,638 reactions. Task: Predict the reaction yield, written as a fraction of the theoretical maximum amount of product (1.0 means a 100% yield; for example, 0.34 means a 34% yield). (1) The reactants are [F:1][C:2]1[CH:39]=[CH:38][CH:37]=[CH:36][C:3]=1[O:4][C:5]1[CH:10]=[CH:9][C:8]([C:11]2[C:12]([CH2:22][N:23]([CH3:35])[CH2:24][CH2:25][N:26](C)[C:27](=O)OC(C)(C)C)=[N:13][N:14](C3CCCCO3)[CH:15]=2)=[CH:7][CH:6]=1.O.[C:41]([OH:47])([C:43]([F:46])([F:45])[F:44])=[O:42].CC#N. The catalyst is Cl. The product is [F:44][C:43]([F:46])([F:45])[C:41]([OH:47])=[O:42].[F:1][C:2]1[CH:39]=[CH:38][CH:37]=[CH:36][C:3]=1[O:4][C:5]1[CH:6]=[CH:7][C:8]([C:11]2[C:12]([CH2:22][N:23]([CH3:35])[CH2:24][CH2:25][NH:26][CH3:27])=[N:13][NH:14][CH:15]=2)=[CH:9][CH:10]=1. The yield is 0.310. (2) The reactants are Br[C:2]1[C:11]2[CH2:10][CH2:9][CH2:8][CH:7]([OH:12])[C:6]=2[CH:5]=[N:4][CH:3]=1.[C:13]([C:15]1[CH:20]=[CH:19][C:18](B(O)O)=[CH:17][CH:16]=1)#[N:14]. No catalyst specified. The product is [OH:12][CH:7]1[C:6]2[CH:5]=[N:4][CH:3]=[C:2]([C:18]3[CH:19]=[CH:20][C:15]([C:13]#[N:14])=[CH:16][CH:17]=3)[C:11]=2[CH2:10][CH2:9][CH2:8]1. The yield is 0.830. (3) The reactants are [C:12]([O:11][C:9](O[C:9]([O:11][C:12]([CH3:15])([CH3:14])[CH3:13])=[O:10])=[O:10])([CH3:15])([CH3:14])[CH3:13].[NH2:16][C@@H:17]([CH2:20][C:21]1[CH:26]=[CH:25][C:24]([Cl:27])=[CH:23][C:22]=1[Cl:28])[CH2:18][OH:19]. The catalyst is C(Cl)(Cl)Cl. The product is [Cl:28][C:22]1[CH:23]=[C:24]([Cl:27])[CH:25]=[CH:26][C:21]=1[CH2:20][C@H:17]([NH:16][C:9](=[O:10])[O:11][C:12]([CH3:13])([CH3:14])[CH3:15])[CH2:18][OH:19]. The yield is 0.940. (4) The yield is 0.670. The product is [CH3:1][O:2][C:3]1[CH:15]=[C:14]([O:16][CH3:17])[CH:13]=[CH:12][C:4]=1[CH2:5][N:6]([C:7]1[S:11][N:10]=[CH:9][N:8]=1)[S:37]([C:30]1[CH:31]=[CH:32][C:33]([F:36])=[C:34]([F:35])[C:29]=1[F:28])(=[O:39])=[O:38]. The catalyst is O1CCCC1.C(OCC)(=O)C. The reactants are [CH3:1][O:2][C:3]1[CH:15]=[C:14]([O:16][CH3:17])[CH:13]=[CH:12][C:4]=1[CH2:5][NH:6][C:7]1[S:11][N:10]=[CH:9][N:8]=1.C[Si]([N-][Si](C)(C)C)(C)C.[Li+].[F:28][C:29]1[C:34]([F:35])=[C:33]([F:36])[CH:32]=[CH:31][C:30]=1[S:37](Cl)(=[O:39])=[O:38].